Dataset: Reaction yield outcomes from USPTO patents with 853,638 reactions. Task: Predict the reaction yield, written as a fraction of the theoretical maximum amount of product (1.0 means a 100% yield; for example, 0.34 means a 34% yield). The reactants are [Br:1][C:2]1[CH:3]=[C:4]([C:19]2[N:23]=[C:22]([C:24]([NH:26][CH2:27][C:28]3[CH:33]=[CH:32][CH:31]=[C:30]([C:34]([F:37])([F:36])[F:35])[CH:29]=3)=[O:25])[O:21][N:20]=2)[CH:5]=[C:6]([Br:18])[C:7]=1[O:8]CC1C=CC(OC)=CC=1.[CH3:38][C:39](C)([O-])C.[Na+].C(I)C.O. The catalyst is CN(C)C=O. The product is [Br:1][C:2]1[CH:3]=[C:4]([C:19]2[N:23]=[C:22]([C:24]([N:26]([CH2:38][CH3:39])[CH2:27][C:28]3[CH:33]=[CH:32][CH:31]=[C:30]([C:34]([F:37])([F:36])[F:35])[CH:29]=3)=[O:25])[O:21][N:20]=2)[CH:5]=[C:6]([Br:18])[C:7]=1[OH:8]. The yield is 0.320.